From a dataset of Full USPTO retrosynthesis dataset with 1.9M reactions from patents (1976-2016). Predict the reactants needed to synthesize the given product. (1) Given the product [Cl:13][C:10]1[C:9]2[C:4](=[CH:5][C:6]([F:15])=[CH:7][C:8]=2[F:14])[N:3]=[C:2]([C:22]2[CH:21]=[N:20][CH:19]=[C:18]([O:17][CH3:16])[CH:23]=2)[C:11]=1[CH3:12], predict the reactants needed to synthesize it. The reactants are: Cl[C:2]1[C:11]([CH3:12])=[C:10]([Cl:13])[C:9]2[C:4](=[CH:5][C:6]([F:15])=[CH:7][C:8]=2[F:14])[N:3]=1.[CH3:16][O:17][C:18]1[CH:19]=[N:20][CH:21]=[C:22](B2OC(C)(C)C(C)(C)O2)[CH:23]=1.C(=O)([O-])[O-].[K+].[K+]. (2) The reactants are: [NH2:1][C:2]1[N:7]=[CH:6][N:5]=[C:4]2[N:8]([CH2:18][C:19]3[N:28]([CH2:29][C:30]4[CH:35]=[CH:34][CH:33]=[CH:32][C:31]=4[Cl:36])[C:27](=[O:37])[C:26]4[C:21](=[CH:22][CH:23]=[CH:24][C:25]=4[C:38]#[C:39][Si](C(C)C)(C(C)C)C(C)C)[N:20]=3)[N:9]=[C:10]([C:11]3[CH:16]=[CH:15][CH:14]=[C:13]([OH:17])[CH:12]=3)[C:3]=12.[F-].C([N+](CCCC)(CCCC)CCCC)CCC. Given the product [NH2:1][C:2]1[N:7]=[CH:6][N:5]=[C:4]2[N:8]([CH2:18][C:19]3[N:28]([CH2:29][C:30]4[CH:35]=[CH:34][CH:33]=[CH:32][C:31]=4[Cl:36])[C:27](=[O:37])[C:26]4[C:21](=[CH:22][CH:23]=[CH:24][C:25]=4[C:38]#[CH:39])[N:20]=3)[N:9]=[C:10]([C:11]3[CH:16]=[CH:15][CH:14]=[C:13]([OH:17])[CH:12]=3)[C:3]=12, predict the reactants needed to synthesize it.